Dataset: Forward reaction prediction with 1.9M reactions from USPTO patents (1976-2016). Task: Predict the product of the given reaction. (1) The product is: [CH:5]1([O:10][C:1]([N:33]2[CH2:34][CH2:35][CH2:36][CH:30]([N:26]([C:27](=[O:29])[CH3:28])[CH2:25][C:24]3[CH:42]=[C:43]([C:45]([F:46])([F:47])[F:48])[CH:44]=[C:22]([C:21]([F:20])([F:49])[F:50])[CH:23]=3)[C:31]3[CH:40]=[CH:39][C:38]([Cl:41])=[CH:37][C:32]2=3)=[O:2])[CH2:9][CH2:8][CH2:7][CH2:6]1. Given the reactants [C:1](Cl)(Cl)=[O:2].[CH:5]1([OH:10])[CH2:9][CH2:8][CH2:7][CH2:6]1.C(N(C(C)C)CC)(C)C.[F:20][C:21]([F:50])([F:49])[C:22]1[CH:23]=[C:24]([CH:42]=[C:43]([C:45]([F:48])([F:47])[F:46])[CH:44]=1)[CH2:25][N:26]([CH:30]1[CH2:36][CH2:35][CH2:34][NH:33][C:32]2[CH:37]=[C:38]([Cl:41])[CH:39]=[CH:40][C:31]1=2)[C:27](=[O:29])[CH3:28].N1C=CC=CC=1, predict the reaction product. (2) Given the reactants Br[C:2]1[CH:3]=[C:4]([O:8][CH3:9])[CH:5]=[CH:6][CH:7]=1.[Mg].II.Br[C:14]1[CH:19]=[CH:18][CH:17]=[CH:16]C=1OC.C1(=O)CCCC1.S(=O)(=O)(O)O, predict the reaction product. The product is: [C:16]1([C:2]2[CH:7]=[CH:6][CH:5]=[C:4]([O:8][CH3:9])[CH:3]=2)[CH2:17][CH2:18][CH2:19][CH:14]=1. (3) Given the reactants [F:1][C:2]1[CH:3]=[C:4]([CH:7]=[C:8]([NH:10][CH2:11][C:12]2[CH:17]=[CH:16][C:15]([S:18]([CH3:21])(=[O:20])=[O:19])=[CH:14][CH:13]=2)[CH:9]=1)[C:5]#[N:6].[C:22](Cl)(=[O:29])[C:23]1[CH:28]=[CH:27][CH:26]=[CH:25][CH:24]=1, predict the reaction product. The product is: [C:5]([C:4]1[CH:7]=[C:8]([N:10]([CH2:11][C:12]2[CH:13]=[CH:14][C:15]([S:18]([CH3:21])(=[O:20])=[O:19])=[CH:16][CH:17]=2)[C:22](=[O:29])[C:23]2[CH:28]=[CH:27][CH:26]=[CH:25][CH:24]=2)[CH:9]=[C:2]([F:1])[CH:3]=1)#[N:6]. (4) Given the reactants Cl[C:2]1[C:7]([Cl:8])=[C:6]([CH3:9])[N:5]=[C:4]([C:10]2[CH:15]=[CH:14][C:13]([C:16]([F:19])([F:18])[F:17])=[CH:12][N:11]=2)[N:3]=1.[CH3:20][O:21][C:22]1[CH:27]=[CH:26][CH:25]=[C:24]([NH2:28])[CH:23]=1, predict the reaction product. The product is: [CH3:20][O:21][C:22]1[CH:23]=[C:24]([CH:25]=[CH:26][CH:27]=1)[NH:28][C:2]1[C:7]([Cl:8])=[C:6]([CH3:9])[N:5]=[C:4]([C:10]2[CH:15]=[CH:14][C:13]([C:16]([F:19])([F:18])[F:17])=[CH:12][N:11]=2)[N:3]=1. (5) Given the reactants [CH3:1][N:2]=[C:3]([N:6]1[C@@H:11]([C:12]2[CH:16]=[C:15]([C:17]3[CH:22]=[CH:21][CH:20]=[C:19]([CH3:23])[CH:18]=3)[O:14][N:13]=2)[CH2:10][C@@H:9]2[C@H:7]1[CH2:8]2)SC.[CH3:24][N:25]1[CH:30]=[CH:29][C:28]([C:31]([NH:33][NH2:34])=O)=[CH:27][C:26]1=[O:35], predict the reaction product. The product is: [CH3:24][N:25]1[CH:30]=[CH:29][C:28]([C:31]2[N:2]([CH3:1])[C:3]([N:6]3[C@@H:11]([C:12]4[CH:16]=[C:15]([C:17]5[CH:22]=[CH:21][CH:20]=[C:19]([CH3:23])[CH:18]=5)[O:14][N:13]=4)[CH2:10][C@@H:9]4[C@H:7]3[CH2:8]4)=[N:34][N:33]=2)=[CH:27][C:26]1=[O:35].